The task is: Binary Classification. Given a miRNA mature sequence and a target amino acid sequence, predict their likelihood of interaction.. This data is from Experimentally validated miRNA-target interactions with 360,000+ pairs, plus equal number of negative samples. (1) The miRNA is hsa-miR-4500 with sequence UGAGGUAGUAGUUUCUU. The protein sequence of the target gene is MAASTDMAGLEESFRKFAIHGDPKASGQEMNGKNWAKLCKDCKVADGKSVTGTDVDIVFSKVKGKSARVINYEEFKKALEELATKRFKGKSKEEAFDAICQLVAGKEPANVGVTKAKTGGAVDRLTDTSRYTGSHKERFDESGKGKGIAGRQDILDDSGYVSAYKNAGTYDAKVKK. Result: 0 (no interaction). (2) Result: 0 (no interaction). The miRNA is hsa-miR-381-5p with sequence AGCGAGGUUGCCCUUUGUAUAU. The protein sequence of the target gene is MAPEEDAGGEALGGSFWEAGNYRRTVQRVEDGHRLCGDLVSCFQERARIEKAYAQQLADWARKWRGTVEKGPQYGTLEKAWHAFFTAAERLSALHLEVREKLQGQDSERVRAWQRGAFHRPVLGGFRESRAAEDGFRKAQKPWLKRLKEVEASKKSYHAARKDEKTAQTRESHAKADSAVSQEQLRKLQERVERCAKEAEKTKAQYEQTLAELHRYTPRYMEDMEQAFETCQAAERQRLLFFKDMLLTLHQHLDLSSSEKFHELHRDLHQGIEAASDEEDLRWWRSTHGPGMAMNWPQFE....